This data is from Catalyst prediction with 721,799 reactions and 888 catalyst types from USPTO. The task is: Predict which catalyst facilitates the given reaction. (1) Reactant: [NH:1]1[CH:5]=[CH:4][CH:3]=[CH:2]1.C([Li])CCC.Cl[Si:12]([CH:19]([CH3:21])[CH3:20])([CH:16]([CH3:18])[CH3:17])[CH:13]([CH3:15])[CH3:14]. Product: [CH:13]([Si:12]([CH:19]([CH3:21])[CH3:20])([CH:16]([CH3:18])[CH3:17])[N:1]1[CH:5]=[CH:4][CH:3]=[CH:2]1)([CH3:15])[CH3:14]. The catalyst class is: 7. (2) Reactant: [NH2:1][CH2:2][CH2:3][CH2:4][N:5]1[CH2:10][CH2:9][N:8]([CH2:11][CH2:12][CH2:13][NH2:14])[CH2:7][CH2:6]1.[CH2:15]([CH:17]([CH2:20][CH3:21])[CH:18]=O)[CH3:16].[BH4-].[Na+].O. Product: [CH2:15]([CH:17]([CH2:20][CH3:21])[CH2:18][NH:14][CH2:13][CH2:12][CH2:11][N:8]1[CH2:7][CH2:6][N:5]([CH2:4][CH2:3][CH2:2][NH:1][CH2:18][CH:17]([CH2:20][CH3:21])[CH2:15][CH3:16])[CH2:10][CH2:9]1)[CH3:16]. The catalyst class is: 8. (3) Reactant: [F:1][C:2]1[CH:3]=[C:4]2[C:8](=[CH:9][CH:10]=1)[NH:7][CH:6]=[CH:5]2.[N:11]1[CH:16]=[CH:15][C:14]([CH:17]=[O:18])=[CH:13][CH:12]=1.[OH-].[Na+]. Product: [F:1][C:2]1[CH:3]=[C:4]2[C:8](=[CH:9][CH:10]=1)[NH:7][CH:6]=[C:5]2[CH:17]([C:14]1[CH:15]=[CH:16][N:11]=[CH:12][CH:13]=1)[OH:18]. The catalyst class is: 24. (4) The catalyst class is: 254. Reactant: [CH3:1][C:2]1[C:10]([O:11][C@@H:12]2[CH2:17][CH2:16][CH2:15][C@H:14]([NH2:18])[CH2:13]2)=[CH:9][CH:8]=[C:7]2[C:3]=1[CH:4]=[N:5][NH:6]2.[CH:19](=O)[CH2:20][CH2:21][CH2:22][CH:23]=O.C([BH3-])#N.[Na+].C(O)(=O)C. Product: [CH3:1][C:2]1[C:10]([O:11][C@H:12]2[CH2:17][CH2:16][CH2:15][C@@H:14]([N:18]3[CH2:23][CH2:22][CH2:21][CH2:20][CH2:19]3)[CH2:13]2)=[CH:9][CH:8]=[C:7]2[C:3]=1[CH:4]=[N:5][NH:6]2. (5) Reactant: C(OC(=O)[NH:7][C:8]1[CH:13]=[C:12]([O:14][CH2:15][C:16]([F:19])([F:18])[F:17])[C:11]([C:20]([F:23])([F:22])[F:21])=[CH:10][C:9]=1[NH:24][C:25](=[O:44])[CH2:26][C:27]([C:29]1[CH:34]=[CH:33][CH:32]=[C:31]([C:35]2[CH:36]=[N:37][C:38]([CH:41]3[CH2:43][CH2:42]3)=[CH:39][CH:40]=2)[CH:30]=1)=O)(C)(C)C.C(O)(C(F)(F)F)=O. Product: [CH:41]1([C:38]2[N:37]=[CH:36][C:35]([C:31]3[CH:30]=[C:29]([C:27]4[CH2:26][C:25](=[O:44])[NH:24][C:9]5[CH:10]=[C:11]([C:20]([F:22])([F:21])[F:23])[C:12]([O:14][CH2:15][C:16]([F:18])([F:19])[F:17])=[CH:13][C:8]=5[N:7]=4)[CH:34]=[CH:33][CH:32]=3)=[CH:40][CH:39]=2)[CH2:42][CH2:43]1. The catalyst class is: 2.